Dataset: Forward reaction prediction with 1.9M reactions from USPTO patents (1976-2016). Task: Predict the product of the given reaction. (1) Given the reactants [CH3:1][O:2][CH2:3][CH2:4]Br.[CH3:6][N:7]([CH3:34])[C:8]1[CH:9]=[C:10]([NH:14][C:15](=[O:33])[C:16]2[CH:21]=[CH:20][C:19]([CH3:22])=[C:18]([NH:23][C:24](=[O:32])[C:25]3[CH:30]=[CH:29][C:28]([OH:31])=[CH:27][CH:26]=3)[CH:17]=2)[CH:11]=[CH:12][CH:13]=1.C(=O)([O-])[O-].[K+].[K+], predict the reaction product. The product is: [CH3:34][N:7]([CH3:6])[C:8]1[CH:9]=[C:10]([NH:14][C:15](=[O:33])[C:16]2[CH:21]=[CH:20][C:19]([CH3:22])=[C:18]([NH:23][C:24](=[O:32])[C:25]3[CH:26]=[CH:27][C:28]([O:31][CH2:4][CH2:3][O:2][CH3:1])=[CH:29][CH:30]=3)[CH:17]=2)[CH:11]=[CH:12][CH:13]=1. (2) Given the reactants [F:1][C:2]1[CH:3]=[C:4]2[C:10](B3OC(C)(C)C(C)(C)O3)=[CH:9][N:8]([S:20]([C:23]3[CH:28]=[CH:27][C:26]([CH3:29])=[CH:25][CH:24]=3)(=[O:22])=[O:21])[C:5]2=[N:6][CH:7]=1.Cl[C:31]1[N:36]=[C:35]([NH:37][C@@H:38]([C:51]([CH3:54])([CH3:53])[CH3:52])[CH2:39][S:40]([CH2:43][C:44]([O:46][C:47]([CH3:50])([CH3:49])[CH3:48])=[O:45])(=[O:42])=[O:41])[C:34]([F:55])=[CH:33][N:32]=1.[O-]P([O-])([O-])=O.[K+].[K+].[K+], predict the reaction product. The product is: [F:55][C:34]1[C:35]([NH:37][C@@H:38]([C:51]([CH3:54])([CH3:53])[CH3:52])[CH2:39][S:40]([CH2:43][C:44]([O:46][C:47]([CH3:49])([CH3:48])[CH3:50])=[O:45])(=[O:42])=[O:41])=[N:36][C:31]([C:10]2[C:4]3[C:5](=[N:6][CH:7]=[C:2]([F:1])[CH:3]=3)[N:8]([S:20]([C:23]3[CH:24]=[CH:25][C:26]([CH3:29])=[CH:27][CH:28]=3)(=[O:21])=[O:22])[CH:9]=2)=[N:32][CH:33]=1. (3) Given the reactants C1[C@H](N)[C@@H:3]([O:21][C@H:22]2[O:27][C@H:26]([CH2:28]N)[C@@H:25](O)[C@H:24](O)[C@H:23]2O)[C@H](O)[C@@H:3]([O:21][C@H:22]2[O:27][C@H:26]([CH2:28]O)[C@@H:25](O)[C@H:24](N)[C@H:23]2O)[C@@H]1N.CC1(C)S[C@@H]2[C@H](N[C:44]([C@H:46](N)[C:47]3C=C[CH:50]=[CH:51][CH:52]=3)=O)C(=O)N2[C@H]1C(O)=O.C[C@H]1O[C@H]2O[C@H]3[C@H](O[C@@]2(O)C(=O)C1)[C@@H]([NH:74]C)[C@@H](O)[C@@H](NC)[C@@H]3O, predict the reaction product. The product is: [NH2:74][CH:23]([CH2:24][CH2:25][CH2:26][CH2:28][CH2:44][CH2:46][CH2:47][CH2:52][CH2:51][CH3:50])[C:22]([O:21][CH3:3])=[O:27]. (4) Given the reactants [CH2:1]([N:3]([CH2:14][C:15]1[NH:19][C:18]2[CH:20]=[CH:21][CH:22]=[C:23]([C:24]([OH:26])=O)[C:17]=2[N:16]=1)[CH:4]1[C:13]2[N:12]=[CH:11][CH:10]=[CH:9][C:8]=2[CH2:7][CH2:6][CH2:5]1)[CH3:2].O=C1N(P(Cl)(N2CCOC2=O)=O)CCO1.C(OC(=O)[NH:48][CH2:49][CH2:50][CH2:51][CH2:52][NH2:53])(C)(C)C.C(N(CC)C(C)C)(C)C, predict the reaction product. The product is: [NH2:48][CH2:49][CH2:50][CH2:51][CH2:52][NH:53][C:24]([C:23]1[C:17]2[N:16]=[C:15]([CH2:14][N:3]([CH2:1][CH3:2])[CH:4]3[C:13]4[N:12]=[CH:11][CH:10]=[CH:9][C:8]=4[CH2:7][CH2:6][CH2:5]3)[NH:19][C:18]=2[CH:20]=[CH:21][CH:22]=1)=[O:26]. (5) Given the reactants Br[C:2]1[CH:3]=[C:4]([CH:7]=[CH:8][C:9]=1[O:10][C:11]([F:14])([F:13])[F:12])[CH:5]=[O:6].[CH3:15][C:16]1[C:17](B(O)O)=[CH:18][C:19]2[C:20](C)([CH3:28])[CH2:21][CH2:22][C:23]([CH3:27])([CH3:26])[C:24]=2[CH:25]=1.[CH2:33](O)C.C(=O)([O-])[O-].[K+].[K+], predict the reaction product. The product is: [F:12][C:11]([F:14])([F:13])[O:10][C:9]1[CH:8]=[CH:7][C:4]([CH:5]=[O:6])=[CH:3][C:2]=1[C:17]1[C:16]([CH3:15])=[CH:25][C:24]2[C:23]([CH3:26])([CH3:27])[CH2:22][CH:21]([CH3:33])[CH:20]([CH3:28])[C:19]=2[CH:18]=1. (6) Given the reactants C(=O)(O)[O-].[Na+].O.F[C:8]1[CH:9]=[C:10]([CH:12]=[CH:13][C:14]=1[N:15]1[CH2:20][CH2:19][O:18][CH2:17][CH2:16]1)[NH2:11].[C:21](Cl)([O:23][CH2:24][C:25]1[CH:30]=[CH:29][CH:28]=[CH:27][CH:26]=1)=[O:22], predict the reaction product. The product is: [C:21]([NH:11][C:10]1[CH:12]=[CH:13][C:14]([N:15]2[CH2:20][CH2:19][O:18][CH2:17][CH2:16]2)=[CH:8][CH:9]=1)([O:23][CH2:24][C:25]1[CH:30]=[CH:29][CH:28]=[CH:27][CH:26]=1)=[O:22].